Regression. Given a target protein amino acid sequence and a drug SMILES string, predict the binding affinity score between them. We predict pKi (pKi = -log10(Ki in M); higher means stronger inhibition). Dataset: bindingdb_ki. From a dataset of Drug-target binding data from BindingDB using Ki measurements. (1) The compound is CN[C@@H](C)C(=O)N[C@H]1Cc2ccccc2[C@H]2CCC[C@@H](C(=O)NC(c3ccccc3)c3ccccc3)N2C1=O. The target protein sequence is SLETLRFSISNLSMQTHAARMRTFMYWPSSVPVQPEQLASAGFYYVGRNDDVKCFCCDGGLRCWESGDDPWVEHAKWFPRCEFLIRMKGQEFVDEIQGRYPHLLEQLLSTS. The pKi is 7.9. (2) The compound is Nc1ccn([C@H]2CC[C@@H](CO)O2)c(=O)n1. The target protein (P27707) has sequence MATPPKRSCPSFSASSEGTRIKKISIEGNIAAGKSTFVNILKQLCEDWEVVPEPVARWCNVQSTQDEFEELTMSQKNGGNVLQMMYEKPERWSFTFQTYACLSRIRAQLASLNGKLKDAEKPVLFFERSVYSDRYIFASNLYESECMNETEWTIYQDWHDWMNNQFGQSLELDGIIYLQATPETCLHRIYLRGRNEEQGIPLEYLEKLHYKHESWLLHRTLKTNFDYLQEVPILTLDVNEDFKDKYESLVEKVKEFLSTL. The pKi is 3.0. (3) The drug is CC(C)C[C@H](NC(=O)[C@H](Cc1ccccc1)NC(=O)CNC(=O)[C@@H](CO)NC(=O)[C@@H](N)Cc1ccc(O)cc1)C(=O)N[C@H](C(=O)O)[C@@H](C)O. The target protein (P79291) has sequence GIVRYTKMKTATNIYIFNLALADALATSTLPFQSAKYLMETWPFGELLCKAVLSIDYYNMFTSIFTLTMMSVDRYIAVCHPVKALDFRTPAKAKLINICIWVLASGVGVPIMVMAVTRPRDGAVVCMLQFPSPSWYWDTVTKICVFLFAFVVPILVITVCYGLMLLRLRSVRLLSGSKEKDRSLRRITRMVLVVVGAFVVCWAPIHIFVIVWTLVDIDRRDPLVVAAL. The pKi is 8.2. (4) The compound is COc1ccc(CNC(C)c2cc3c(cc2OC)OC(C)(C)C=C3)cc1. The target protein (Q60492) has sequence MQWAVGRRWLWVALFLAAVAVLTQIVWLWLGTQNFVFQREEIAQLARQYAGLDHELAFSKLIVELRRLHPVHVLPDEELQWVFVNAGGWMGAMCLLHASLSEYVLLFGTALGSPRHSGRYWAEISDTIISGTFHQWREGTTKSEVFYPGETVVHGPGEATAVEWGPNTWMVEYGRGVIPSTLGFALADTVFSTQDFLTLFYTLRVYARALQLELTTYLFGQDP. The pKi is 6.8. (5) The small molecule is CC(C)(COP(=O)(O)OP(=O)(O)OC[C@H]1OC(n2cnc3c(N)ncnc32)[C@@H](O)[C@@H]1OP(=O)(O)O)[C@@H](O)C(=O)NCCC(=O)NCCSCCCc1c[nH]c2ccccc12. The target protein (Q16613) has sequence MSTQSTHPLKPEAPRLPPGIPESPSCQRRHTLPASEFRCLTPEDAVSAFEIEREAFISVLGVCPLYLDEIRHFLTLCPELSLGWFEEGCLVAFIIGSLWDKERLMQESLTLHRSGGHIAHLHVLAVHRAFRQQGRGPILLWRYLHHLGSQPAVRRAALMCEDALVPFYERFSFHAVGPCAITVGSLTFMELHCSLRGHPFLRRNSGC. The pKi is 6.1. (6) The drug is N[C@@H](CCC(=O)NC(CSCCC(=O)c1ccccc1)C(=O)NCC(=O)O)C(=O)O. The target protein (Q04760) has sequence MAEPQPPSGGLTDEAALSCCSDADPSTKDFLLQQTMLRVKDPKKSLDFYTRVLGMTLIQKCDFPIMKFSLYFLAYEDKNDIPKEKDEKIAWALSRKATLELTHNWGTEDDETQSYHNGNSDPRGFGHIGIAVPDVYSACKRFEELGVKFVKKPDDGKMKGLAFIQDPDGYWIEILNPNKMATLM. The pKi is 4.4.